This data is from Catalyst prediction with 721,799 reactions and 888 catalyst types from USPTO. The task is: Predict which catalyst facilitates the given reaction. (1) Reactant: [CH2:1]([NH2:5])[CH:2]([CH3:4])[CH3:3].[CH:6]1([NH:9][C:10]([C:12]2[CH:13]=[C:14]([F:36])[C:15]([CH3:35])=[C:16]([C:18]3[CH:23]=[CH:22][C:21]([C:24]([OH:26])=O)=[CH:20][C:19]=3[C:27]([NH:29][C:30]3[S:31][CH:32]=[CH:33][N:34]=3)=[O:28])[CH:17]=2)=[O:11])[CH2:8][CH2:7]1.Cl.CN(C)CCCN=C=NCC.CCOC(C)=O. Product: [CH:6]1([NH:9][C:10]([C:12]2[CH:17]=[C:16]([C:18]3[C:19]([C:27]([NH:29][C:30]4[S:31][CH:32]=[CH:33][N:34]=4)=[O:28])=[CH:20][C:21]([C:24]([NH:5][CH2:1][CH:2]([CH3:4])[CH3:3])=[O:26])=[CH:22][CH:23]=3)[C:15]([CH3:35])=[C:14]([F:36])[CH:13]=2)=[O:11])[CH2:8][CH2:7]1. The catalyst class is: 119. (2) Reactant: [CH3:1][O:2][C:3]1[CH:27]=[C:26]([O:28][CH3:29])[CH:25]=[CH:24][C:4]=1[CH2:5][N:6]1[C:11]([CH3:12])=[CH:10][C:9]([O:13][CH2:14][C:15]2[CH:22]=[CH:21][CH:20]=[CH:19][C:16]=2[C:17]#[N:18])=[CH:8][C:7]1=[O:23].[I:30]N1C(=O)CCC1=O.ClC(Cl)C(O)=O. Product: [CH3:1][O:2][C:3]1[CH:27]=[C:26]([O:28][CH3:29])[CH:25]=[CH:24][C:4]=1[CH2:5][N:6]1[C:11]([CH3:12])=[CH:10][C:9]([O:13][CH2:14][C:15]2[CH:22]=[CH:21][CH:20]=[CH:19][C:16]=2[C:17]#[N:18])=[C:8]([I:30])[C:7]1=[O:23]. The catalyst class is: 10.